Dataset: Forward reaction prediction with 1.9M reactions from USPTO patents (1976-2016). Task: Predict the product of the given reaction. (1) Given the reactants C(OC(=O)[NH:7][C@H:8]([C:20](=[O:31])[NH:21][CH2:22][C:23]1[C:24]([CH3:30])=[N:25][C:26]([NH2:29])=[CH:27][CH:28]=1)[CH2:9][C:10]1[C:19]2[C:14](=[CH:15][CH:16]=[CH:17][CH:18]=2)[CH:13]=[CH:12][CH:11]=1)(C)(C)C.[ClH:33], predict the reaction product. The product is: [ClH:33].[ClH:33].[NH2:7][C@@H:8]([CH2:9][C:10]1[C:19]2[C:14](=[CH:15][CH:16]=[CH:17][CH:18]=2)[CH:13]=[CH:12][CH:11]=1)[C:20]([NH:21][CH2:22][C:23]1[C:24]([CH3:30])=[N:25][C:26]([NH2:29])=[CH:27][CH:28]=1)=[O:31]. (2) Given the reactants [O:1]1[C:6]2[CH:7]=[CH:8][CH:9]=[CH:10][C:5]=2[NH:4][CH2:3][CH2:2]1.[Cl:11][C:12]1[CH:13]=[C:14]([CH:18]=[C:19]([O:22][CH3:23])[C:20]=1[OH:21])[C:15](Cl)=[O:16], predict the reaction product. The product is: [Cl:11][C:12]1[CH:13]=[C:14]([C:15]([N:4]2[C:5]3[CH:10]=[CH:9][CH:8]=[CH:7][C:6]=3[O:1][CH2:2][CH2:3]2)=[O:16])[CH:18]=[C:19]([O:22][CH3:23])[C:20]=1[OH:21]. (3) Given the reactants C(N(C(C)C)C(C)C)C.[NH2:10][C:11]1[CH:12]=[CH:13][C:14]([F:37])=[C:15]([C@:17]23[CH2:25][O:24][C@H:23]([CH3:26])[C@H:22]2[C:21](=[O:27])[N:20]([CH3:28])[C:19]([NH:29][C:30](=[O:36])[O:31][C:32]([CH3:35])([CH3:34])[CH3:33])=[N:18]3)[CH:16]=1.[CH3:38][O:39][C:40]1[N:41]=[CH:42][C:43]([C:46](O)=[O:47])=[N:44][CH:45]=1.F[P-](F)(F)(F)(F)F.N1(O[P+](N2CCCC2)(N2CCCC2)N2CCCC2)C2C=CC=CC=2N=N1, predict the reaction product. The product is: [F:37][C:14]1[CH:13]=[CH:12][C:11]([NH:10][C:46]([C:43]2[CH:42]=[N:41][C:40]([O:39][CH3:38])=[CH:45][N:44]=2)=[O:47])=[CH:16][C:15]=1[C@:17]12[CH2:25][O:24][C@H:23]([CH3:26])[C@H:22]1[C:21](=[O:27])[N:20]([CH3:28])[C:19]([NH:29][C:30](=[O:36])[O:31][C:32]([CH3:33])([CH3:35])[CH3:34])=[N:18]2. (4) Given the reactants [NH2:1][C:2]1[N:7]=[CH:6][C:5]([CH2:8][C:9]([C:22]2[N:23]=[CH:24][N:25]([CH:27]3[CH2:31][CH2:30][CH2:29][CH2:28]3)[CH:26]=2)(C(OC)=O)[C:10]([O:12]C2CCCC2)=[O:11])=[CH:4][CH:3]=1.Cl, predict the reaction product. The product is: [NH2:1][C:2]1[N:7]=[CH:6][C:5]([CH2:8][CH:9]([C:22]2[N:23]=[CH:24][N:25]([CH:27]3[CH2:31][CH2:30][CH2:29][CH2:28]3)[CH:26]=2)[C:10]([OH:12])=[O:11])=[CH:4][CH:3]=1. (5) Given the reactants [CH3:1][NH:2][C@@H:3]1[C:8]2[CH:9]=[CH:10][CH:11]=[CH:12][C:7]=2[C@H:6]([C:13]2[CH:14]=[CH:15][C:16]([Cl:20])=[C:17]([Cl:19])[CH:18]=2)[CH2:5][CH2:4]1.C(O)C.C(OCC)(=O)C, predict the reaction product. The product is: [CH3:1][NH:2][C@@H:3]1[C:8]2[CH:9]=[CH:10][CH:11]=[CH:12][C:7]=2[C@H:6]([C:13]2[CH:14]=[CH:15][C:16]([Cl:20])=[C:17]([Cl:19])[CH:18]=2)[CH2:5][CH2:4]1.[ClH:19]. (6) Given the reactants C([N:8]1[C:16]2[C:11](=[CH:12][CH:13]=[CH:14][CH:15]=2)[C:10]([C:17]2[NH:21][N:20]=[C:19]([NH:22][C:23]3[CH:28]=[CH:27][CH:26]=[CH:25][CH:24]=3)[CH:18]=2)=[CH:9]1)(OC(C)(C)C)=O, predict the reaction product. The product is: [NH:8]1[C:16]2[C:11](=[CH:12][CH:13]=[CH:14][CH:15]=2)[C:10]([C:17]2[NH:21][N:20]=[C:19]([NH:22][C:23]3[CH:28]=[CH:27][CH:26]=[CH:25][CH:24]=3)[CH:18]=2)=[CH:9]1.